Dataset: Forward reaction prediction with 1.9M reactions from USPTO patents (1976-2016). Task: Predict the product of the given reaction. (1) Given the reactants [CH:1]([C:3]1[CH:4]=[C:5]([CH:9]=[CH:10][CH:11]=1)[C:6]([OH:8])=O)=[O:2].C(N(CC)CC)C.ON1C2C=CC=CC=2N=N1.Cl.C(N=C=NCCCN(C)C)C.Cl.[CH:42]1([C:45]([N:47]2[CH2:52][CH2:51][NH:50][CH2:49][CH2:48]2)=[O:46])[CH2:44][CH2:43]1, predict the reaction product. The product is: [CH:42]1([C:45]([N:47]2[CH2:52][CH2:51][N:50]([C:6]([C:5]3[CH:4]=[C:3]([CH:11]=[CH:10][CH:9]=3)[CH:1]=[O:2])=[O:8])[CH2:49][CH2:48]2)=[O:46])[CH2:43][CH2:44]1. (2) Given the reactants [CH2:1]([NH:5][C:6]1[N:14]=[C:13]2[C:9]([N:10]=[C:11]([O:19]C)[N:12]2[CH2:15][CH2:16][CH2:17]Cl)=[C:8]([NH2:21])[N:7]=1)[CH2:2][CH2:3][CH3:4].[NH:22]1[CH2:27][CH2:26][CH2:25][CH2:24][CH2:23]1.[I-].[Na+], predict the reaction product. The product is: [NH2:21][C:8]1[N:7]=[C:6]([NH:5][CH2:1][CH2:2][CH2:3][CH3:4])[N:14]=[C:13]2[C:9]=1[NH:10][C:11](=[O:19])[N:12]2[CH2:15][CH2:16][CH2:17][N:22]1[CH2:27][CH2:26][CH2:25][CH2:24][CH2:23]1. (3) Given the reactants Br[C:2]1[CH:7]=[CH:6][C:5]([NH:8][C:9]([NH:11][C:12]2[CH:17]=[CH:16][CH:15]=[CH:14][C:13]=2[O:18][CH3:19])=[O:10])=[CH:4][CH:3]=1.[CH3:20][N:21]1[CH:25]=[C:24](B2OC(C)(C)C(C)(C)O2)[CH:23]=[N:22]1.C(=O)([O-])[O-].[Na+].[Na+].O1CCOCC1, predict the reaction product. The product is: [CH3:19][O:18][C:13]1[CH:14]=[CH:15][CH:16]=[CH:17][C:12]=1[NH:11][C:9]([NH:8][C:5]1[CH:6]=[CH:7][C:2]([C:24]2[CH:23]=[N:22][N:21]([CH3:20])[CH:25]=2)=[CH:3][CH:4]=1)=[O:10]. (4) The product is: [CH3:30][O:29][C:26]1[CH:27]=[C:28]2[C:23](=[CH:24][C:25]=1[O:31][CH3:32])[N:22]=[CH:21][CH:20]=[C:19]2[O:18][C:12]1[CH:11]=[CH:10][C:9]([OH:8])=[CH:14][C:13]=1[C:15](=[O:17])[CH3:16]. Given the reactants C([O:8][C:9]1[CH:10]=[CH:11][C:12]([O:18][C:19]2[C:28]3[C:23](=[CH:24][C:25]([O:31][CH3:32])=[C:26]([O:29][CH3:30])[CH:27]=3)[N:22]=[CH:21][CH:20]=2)=[C:13]([C:15](=[O:17])[CH3:16])[CH:14]=1)C1C=CC=CC=1.CS(O)(=O)=O.FC(F)(F)C(O)=O, predict the reaction product.